From a dataset of Full USPTO retrosynthesis dataset with 1.9M reactions from patents (1976-2016). Predict the reactants needed to synthesize the given product. (1) Given the product [Cl-:1].[N:11]1([CH:18]([C:30]2[CH:31]=[CH:32][CH:33]=[CH:34][CH:35]=2)[C:19]([O:21][C@@H:22]2[CH:27]3[CH2:28][CH2:29][N+:24]([CH2:2][C:3](=[O:4])[C:5]4[CH:10]=[CH:9][CH:8]=[CH:7][CH:6]=4)([CH2:25][CH2:26]3)[CH2:23]2)=[O:20])[CH2:12][CH2:13][CH2:14][CH2:15][CH2:16][CH2:17]1, predict the reactants needed to synthesize it. The reactants are: [Cl:1][CH2:2][C:3]([C:5]1[CH:10]=[CH:9][CH:8]=[CH:7][CH:6]=1)=[O:4].[N:11]1([CH:18]([C:30]2[CH:35]=[CH:34][CH:33]=[CH:32][CH:31]=2)[C:19]([O:21][C@@H:22]2[CH:27]3[CH2:28][CH2:29][N:24]([CH2:25][CH2:26]3)[CH2:23]2)=[O:20])[CH2:17][CH2:16][CH2:15][CH2:14][CH2:13][CH2:12]1.CCOCC. (2) The reactants are: [CH3:1][O:2][C:3]([C:5]1[CH:10]=[CH:9][C:8]([S:11](Cl)(=[O:13])=[O:12])=[CH:7][C:6]=1[CH3:15])=[O:4].[NH2:16][C:17]1[N:18]=[CH:19][C:20]2[C:25]([C:26]=1[CH:27]1[CH2:29][CH2:28]1)=[CH:24][CH:23]=[CH:22][CH:21]=2. Given the product [CH:27]1([C:26]2[C:25]3[C:20](=[CH:21][CH:22]=[CH:23][CH:24]=3)[CH:19]=[N:18][C:17]=2[NH:16][S:11]([C:8]2[CH:9]=[CH:10][C:5]([C:3]([O:2][CH3:1])=[O:4])=[C:6]([CH3:15])[CH:7]=2)(=[O:13])=[O:12])[CH2:29][CH2:28]1, predict the reactants needed to synthesize it. (3) The reactants are: Cl[C:2]1[N:7]=[C:6]2[N:8]([CH3:11])[N:9]=[CH:10][C:5]2=[C:4]([NH:12][CH2:13][CH2:14][O:15][C:16]2[CH:21]=[CH:20][CH:19]=[CH:18][CH:17]=2)[N:3]=1.[NH:22]1[C:30]2[C:25](=[CH:26][CH:27]=[CH:28][CH:29]=2)[C:24](B2OC(C)(C)C(C)(C)O2)=[N:23]1. Given the product [NH:22]1[C:30]2[C:25](=[C:26]([C:2]3[N:7]=[C:6]4[N:8]([CH3:11])[N:9]=[CH:10][C:5]4=[C:4]([NH:12][CH2:13][CH2:14][O:15][C:16]4[CH:21]=[CH:20][CH:19]=[CH:18][CH:17]=4)[N:3]=3)[CH:27]=[CH:28][CH:29]=2)[CH:24]=[N:23]1, predict the reactants needed to synthesize it. (4) Given the product [C:19]([C:21]1[CH:26]=[CH:25][C:24]([CH:27]([C:42]2[C:43](=[O:49])[CH2:44][CH2:45][CH2:46][C:6]=2[O:7][CH3:9])[NH:28][C:29]([NH:31][C:32]2[CH:37]=[CH:36][N:35]=[C:34]([C:38]([F:39])([F:41])[F:40])[CH:33]=2)=[O:30])=[CH:23][CH:22]=1)#[N:20], predict the reactants needed to synthesize it. The reactants are: F[B-](F)(F)F.[CH3:6][O+:7]([CH3:9])C.C(N(CC)C(C)C)(C)C.[C:19]([C:21]1[CH:26]=[CH:25][C:24]([CH:27]([C:42]2C(=O)[CH2:46][CH2:45][CH2:44][C:43]=2[OH:49])[NH:28][C:29]([NH:31][C:32]2[CH:37]=[CH:36][N:35]=[C:34]([C:38]([F:41])([F:40])[F:39])[CH:33]=2)=[O:30])=[CH:23][CH:22]=1)#[N:20]. (5) The reactants are: [Br:1][C:2]1[CH:11]=[C:10]2[C:5]([CH:6]=[CH:7][C:8]([OH:12])=[CH:9]2)=[CH:4][CH:3]=1.S(OCC)(O[CH2:17][CH3:18])(=O)=O.C([O-])([O-])=O.[K+].[K+]. Given the product [Br:1][C:2]1[CH:3]=[CH:4][C:5]2[C:10](=[CH:9][C:8]([O:12][CH2:17][CH3:18])=[CH:7][CH:6]=2)[CH:11]=1, predict the reactants needed to synthesize it. (6) Given the product [C:18]1([C:16]([C:3]2[CH:4]=[N:5][C:6]3[C:11]([C:2]=2[C:24]2[CH:29]=[CH:28][CH:27]=[CH:26][CH:25]=2)=[CH:10][CH:9]=[CH:8][C:7]=3[C:12]([F:13])([F:15])[F:14])=[O:17])[CH:23]=[CH:22][CH:21]=[CH:20][CH:19]=1, predict the reactants needed to synthesize it. The reactants are: Cl[C:2]1[C:11]2[C:6](=[C:7]([C:12]([F:15])([F:14])[F:13])[CH:8]=[CH:9][CH:10]=2)[N:5]=[CH:4][C:3]=1[C:16]([C:18]1[CH:23]=[CH:22][CH:21]=[CH:20][CH:19]=1)=[O:17].[C:24]1(B(O)O)[CH:29]=[CH:28][CH:27]=[CH:26][CH:25]=1.C([O-])([O-])=O.[Na+].[Na+]. (7) Given the product [CH:4]([C:7]1[C:15]2[C:10](=[CH:11][CH:12]=[C:13]([O:16][C:17]3[C:24]([C:25]([F:28])([F:27])[F:26])=[CH:23][C:20]([CH2:21][C:1]#[N:2])=[CH:19][C:18]=3[C:29]([F:32])([F:31])[F:30])[CH:14]=2)[NH:9][CH:8]=1)([CH3:6])[CH3:5], predict the reactants needed to synthesize it. The reactants are: [C-:1]#[N:2].[Na+].[CH:4]([C:7]1[C:15]2[C:10](=[CH:11][CH:12]=[C:13]([O:16][C:17]3[C:24]([C:25]([F:28])([F:27])[F:26])=[CH:23][C:20]([CH2:21]Br)=[CH:19][C:18]=3[C:29]([F:32])([F:31])[F:30])[CH:14]=2)[NH:9][CH:8]=1)([CH3:6])[CH3:5]. (8) Given the product [CH3:26][N:27]1[CH2:32][CH2:31][N:30]([C:8]([C:7]2[CH:11]=[CH:12][C:4]([NH2:1])=[CH:5][C:6]=2[C:13]([F:16])([F:15])[F:14])=[O:10])[CH2:29][CH2:28]1, predict the reactants needed to synthesize it. The reactants are: [N+:1]([C:4]1[CH:12]=[CH:11][C:7]([C:8]([OH:10])=O)=[C:6]([C:13]([F:16])([F:15])[F:14])[CH:5]=1)([O-])=O.ClCCl.C(Cl)(=O)C(Cl)=O.[CH3:26][N:27]1[CH2:32][CH2:31][NH:30][CH2:29][CH2:28]1.